From a dataset of Full USPTO retrosynthesis dataset with 1.9M reactions from patents (1976-2016). Predict the reactants needed to synthesize the given product. Given the product [CH2:1]([O:8][CH2:9][N:10]1[C:18]2[C:13](=[CH:14][C:15]([B:21]([OH:26])[OH:22])=[CH:16][CH:17]=2)[C:12]([CH3:20])=[N:11]1)[C:2]1[CH:7]=[CH:6][CH:5]=[CH:4][CH:3]=1, predict the reactants needed to synthesize it. The reactants are: [CH2:1]([O:8][CH2:9][N:10]1[C:18]2[C:13](=[CH:14][C:15](Br)=[CH:16][CH:17]=2)[C:12]([CH3:20])=[N:11]1)[C:2]1[CH:7]=[CH:6][CH:5]=[CH:4][CH:3]=1.[B:21](OC(C)C)([O:26]C(C)C)[O:22]C(C)C.C([Li])CCC.